Dataset: Forward reaction prediction with 1.9M reactions from USPTO patents (1976-2016). Task: Predict the product of the given reaction. (1) Given the reactants [Cl-].[Al+3].[Cl-].[Cl-].[CH2:5]1[C:13]2[C:8](=[CH:9][CH:10]=[CH:11][CH:12]=2)[CH2:7][CH:6]1[O:14][C:15](=[O:17])[CH3:16].Cl.[C:19](Cl)(=[O:21])[CH3:20], predict the reaction product. The product is: [C:19]([C:10]1[CH:9]=[C:8]2[C:13](=[CH:12][CH:11]=1)[CH2:5][CH:6]([O:14][C:15](=[O:17])[CH3:16])[CH2:7]2)(=[O:21])[CH3:20]. (2) Given the reactants C[O:2][C:3]1[N:8]=[C:7]2[N:9]([CH2:14][C@H:15]3[CH2:20][CH2:19][C@H:18]([C:21]([OH:23])=[O:22])[CH2:17][CH2:16]3)[C:10](=[O:13])[N:11]([CH3:12])[C:6]2=[CH:5][CH:4]=1.[Na+].[I-].Cl[Si](C)(C)C, predict the reaction product. The product is: [CH3:12][N:11]1[C:6]2[CH:5]=[CH:4][C:3](=[O:2])[NH:8][C:7]=2[N:9]([CH2:14][C@H:15]2[CH2:16][CH2:17][C@H:18]([C:21]([OH:23])=[O:22])[CH2:19][CH2:20]2)[C:10]1=[O:13]. (3) Given the reactants [CH:1]1[CH:6]=[CH:5][C:4]([N:7]([C:14]2[CH:19]=[CH:18][C:17](Br)=[CH:16][CH:15]=2)[C:8]2[CH:13]=[CH:12][CH:11]=[CH:10][CH:9]=2)=[CH:3][CH:2]=1.C([Li])CCC.[B:26](OC(C)C)([O:31]C(C)C)[O:27]C(C)C.Cl, predict the reaction product. The product is: [B:26]([OH:31])([OH:27])[C:17]1[CH:18]=[CH:19][C:14]([N:7]([C:4]2[CH:5]=[CH:6][CH:1]=[CH:2][CH:3]=2)[C:8]2[CH:13]=[CH:12][CH:11]=[CH:10][CH:9]=2)=[CH:15][CH:16]=1.